This data is from Reaction yield outcomes from USPTO patents with 853,638 reactions. The task is: Predict the reaction yield, written as a fraction of the theoretical maximum amount of product (1.0 means a 100% yield; for example, 0.34 means a 34% yield). (1) The reactants are [CH3:1][S:2][C:3]1[CH:8]=[CH:7][C:6]([C:9]2[C:13]3[CH:14]=[C:15]([C:18]([NH:20][NH2:21])=[O:19])[CH:16]=[CH:17][C:12]=3[O:11][CH:10]=2)=[CH:5][CH:4]=1.[CH3:22][N:23]=[C:24]=[S:25]. The catalyst is C(O)C. The product is [CH3:22][NH:23][C:24]([NH:21][NH:20][C:18]([C:15]1[CH:16]=[CH:17][C:12]2[O:11][CH:10]=[C:9]([C:6]3[CH:5]=[CH:4][C:3]([S:2][CH3:1])=[CH:8][CH:7]=3)[C:13]=2[CH:14]=1)=[O:19])=[S:25]. The yield is 0.940. (2) No catalyst specified. The product is [C:1]([C:3]1[CH:4]=[C:5]([NH:6][CH:13]([C:15]2[CH:16]=[C:17]([C:32]([N:34]([CH3:36])[CH3:35])=[O:33])[CH:18]=[C:19]3[C:24]=2[O:23][C:22]([N:25]2[CH2:30][CH2:29][O:28][CH2:27][CH2:26]2)=[CH:21][C:20]3=[O:31])[CH3:14])[CH:7]=[C:8]([F:10])[CH:9]=1)#[CH:2]. The yield is 0.560. The reactants are [C:1]([C:3]1[CH:4]=[C:5]([CH:7]=[C:8]([F:10])[CH:9]=1)[NH2:6])#[CH:2].Br.Br[CH:13]([C:15]1[CH:16]=[C:17]([C:32]([N:34]([CH3:36])[CH3:35])=[O:33])[CH:18]=[C:19]2[C:24]=1[O:23][C:22]([N:25]1[CH2:30][CH2:29][O:28][CH2:27][CH2:26]1)=[CH:21][C:20]2=[O:31])[CH3:14]. (3) The reactants are [CH3:1][O:2][C:3]1[CH:8]=[CH:7][C:6]([C@H:9]2[CH2:13][CH2:12][N:11]([C:14]([O:16][C:17]([CH3:20])([CH3:19])[CH3:18])=[O:15])[C@H:10]2[CH:21]=[O:22])=[CH:5][CH:4]=1.C1CCN2C(=NCCC2)CC1.P([O-])([O-])([O-])=O. The catalyst is ClCCl. The product is [CH:21]([C@@H:10]1[C@@H:9]([C:6]2[CH:7]=[CH:8][C:3]([O:2][CH3:1])=[CH:4][CH:5]=2)[CH2:13][CH2:12][N:11]1[C:14]([O:16][C:17]([CH3:20])([CH3:19])[CH3:18])=[O:15])=[O:22]. The yield is 1.00. (4) The reactants are FC(F)(F)C(O)=O.[CH3:8][O:9][C:10](=[O:52])[CH2:11][C:12]1[CH:13]=[N:14][CH:15]=[C:16]([C:18]2[CH:23]=[CH:22][C:21]([C:24]([CH2:49][CH3:50])([C:27]3[CH:32]=[CH:31][C:30]([CH2:33][CH2:34][C:35]([O:44]COC)([C:40]([F:43])([F:42])[F:41])[C:36]([F:39])([F:38])[F:37])=[C:29]([CH3:48])[CH:28]=3)[CH2:25][CH3:26])=[CH:20][C:19]=2[CH3:51])[CH:17]=1. The catalyst is ClCCl. The product is [CH3:8][O:9][C:10](=[O:52])[CH2:11][C:12]1[CH:13]=[N:14][CH:15]=[C:16]([C:18]2[CH:23]=[CH:22][C:21]([C:24]([CH2:25][CH3:26])([C:27]3[CH:32]=[CH:31][C:30]([CH2:33][CH2:34][C:35]([OH:44])([C:36]([F:37])([F:39])[F:38])[C:40]([F:42])([F:43])[F:41])=[C:29]([CH3:48])[CH:28]=3)[CH2:49][CH3:50])=[CH:20][C:19]=2[CH3:51])[CH:17]=1. The yield is 1.00. (5) The reactants are Cl.Cl.[NH2:3][C:4]1[CH:9]=[C:8]([NH2:10])[CH:7]=[CH:6][C:5]=1[OH:11].[C:12](O)(=O)[C:13]1[CH:18]=[CH:17][CH:16]=[CH:15][CH:14]=1. The catalyst is O. The product is [C:13]1([C:12]2[O:11][C:5]3[CH:6]=[CH:7][C:8]([NH2:10])=[CH:9][C:4]=3[N:3]=2)[CH:18]=[CH:17][CH:16]=[CH:15][CH:14]=1. The yield is 0.970.